Dataset: Forward reaction prediction with 1.9M reactions from USPTO patents (1976-2016). Task: Predict the product of the given reaction. (1) Given the reactants [CH2:1]([C:8]1[CH:9]=[N:10][C:11]([N:14]2[CH2:19][CH2:18][N:17]([C:20]3[N:25]=[CH:24][N:23]=[C:22]([NH:26][C:27]4[CH:28]=[N:29][N:30]([CH2:32][CH:33]5[CH2:37][O:36]C(C)(C)[O:34]5)[CH:31]=4)[N:21]=3)[CH2:16][CH2:15]2)=[N:12][CH:13]=1)[C:2]1[CH:7]=[CH:6][CH:5]=[CH:4][CH:3]=1.CC1C=CC(S(O)(=O)=O)=CC=1, predict the reaction product. The product is: [CH2:1]([C:8]1[CH:9]=[N:10][C:11]([N:14]2[CH2:19][CH2:18][N:17]([C:20]3[N:25]=[CH:24][N:23]=[C:22]([NH:26][C:27]4[CH:28]=[N:29][N:30]([CH2:32][CH:33]([OH:34])[CH2:37][OH:36])[CH:31]=4)[N:21]=3)[CH2:16][CH2:15]2)=[N:12][CH:13]=1)[C:2]1[CH:3]=[CH:4][CH:5]=[CH:6][CH:7]=1. (2) Given the reactants Cl[C:2]1[CH:3]=[CH:4][C:5]2[N:6]([C:8]([C@H:11]([C:13]3[C:14]([F:24])=[C:15]4[C:20](=[CH:21][C:22]=3[F:23])[N:19]=[CH:18][CH:17]=[CH:16]4)[CH3:12])=[CH:9][N:10]=2)[N:7]=1.[F-].[K+].[NH:27]1[CH2:32][CH2:31][NH:30][CH2:29][CH2:28]1, predict the reaction product. The product is: [F:24][C:14]1[C:13]([C@@H:11]([C:8]2[N:6]3[N:7]=[C:2]([N:27]4[CH2:32][CH2:31][NH:30][CH2:29][CH2:28]4)[CH:3]=[CH:4][C:5]3=[N:10][CH:9]=2)[CH3:12])=[C:22]([F:23])[CH:21]=[C:20]2[C:15]=1[CH:16]=[CH:17][CH:18]=[N:19]2. (3) Given the reactants [NH:1]1[C:9]2[C:4](=[CH:5][C:6]([NH:10][CH:11]3[CH2:16][CH2:15][C:14](=O)[CH2:13][CH2:12]3)=[CH:7][CH:8]=2)[CH:3]=[N:2]1.S1C=CC=C1[CH2:23][CH2:24][NH2:25].[C:26](O[BH-](OC(=O)C)OC(=O)C)(=O)C.[Na+].Cl.CO, predict the reaction product. The product is: [NH:1]1[C:9]2[C:4](=[CH:5][C:6]([NH:10][CH:11]3[CH2:16][CH2:15][CH:14]([NH:25][CH:24]([CH3:23])[CH3:26])[CH2:13][CH2:12]3)=[CH:7][CH:8]=2)[CH:3]=[N:2]1. (4) Given the reactants [CH2:1]([OH:7])[CH2:2][CH2:3][CH:4]([OH:6])[CH3:5].CCN(CC)CC.[C:15]1([CH3:25])[CH:20]=[CH:19][C:18]([S:21](Cl)(=[O:23])=[O:22])=[CH:17][CH:16]=1, predict the reaction product. The product is: [OH:6][CH:4]([CH3:5])[CH2:3][CH2:2][CH2:1][O:7][S:21]([C:18]1[CH:19]=[CH:20][C:15]([CH3:25])=[CH:16][CH:17]=1)(=[O:23])=[O:22]. (5) Given the reactants [CH3:1][C:2]([CH3:4])=O.N1CCCC1.[OH:10][C:11]1[CH:16]=[C:15]([C:17]([F:20])([F:19])[F:18])[CH:14]=[CH:13][C:12]=1[C:21](=[O:23])[CH3:22], predict the reaction product. The product is: [CH3:1][C:2]1([CH3:4])[CH2:22][C:21](=[O:23])[C:12]2[C:11](=[CH:16][C:15]([C:17]([F:18])([F:19])[F:20])=[CH:14][CH:13]=2)[O:10]1.